From a dataset of Reaction yield outcomes from USPTO patents with 853,638 reactions. Predict the reaction yield, written as a fraction of the theoretical maximum amount of product (1.0 means a 100% yield; for example, 0.34 means a 34% yield). (1) The reactants are Cl[C:2]1[N:7]=[C:6]([N:8]([CH3:10])[CH3:9])[C:5]([CH3:11])=[CH:4][N:3]=1.[CH2:12]([O:19][C:20](=[O:30])[NH:21][CH2:22][C@H:23]1[CH2:28][CH2:27][C@@H:26]([NH2:29])[CH2:25][CH2:24]1)[C:13]1[CH:18]=[CH:17][CH:16]=[CH:15][CH:14]=1.CCN(C(C)C)C(C)C.CC(O)(C)C. The catalyst is C(Cl)Cl. The product is [CH2:12]([O:19][C:20](=[O:30])[NH:21][CH2:22][C@H:23]1[CH2:28][CH2:27][C@@H:26]([NH:29][C:2]2[N:7]=[C:6]([N:8]([CH3:10])[CH3:9])[C:5]([CH3:11])=[CH:4][N:3]=2)[CH2:25][CH2:24]1)[C:13]1[CH:14]=[CH:15][CH:16]=[CH:17][CH:18]=1. The yield is 0.580. (2) The reactants are C([O:9][C@@H:10]([CH2:12][CH2:13][CH2:14][CH2:15][CH2:16][CH2:17][CH2:18][CH2:19][CH2:20]/[CH:21]=[CH:22]\[CH2:23][CH2:24][CH2:25][CH3:26])[CH3:11])(=O)C1C=CC=CC=1.[OH-].[Na+]. The catalyst is CO. The product is [OH:9][C@@H:10]([CH2:12][CH2:13][CH2:14][CH2:15][CH2:16][CH2:17][CH2:18][CH2:19][CH2:20]/[CH:21]=[CH:22]\[CH2:23][CH2:24][CH2:25][CH3:26])[CH3:11]. The yield is 0.980. (3) The reactants are [F-].C([N+](CCCC)(CCCC)CCCC)CCC.O1CCCC1.[CH3:24][O:25][C:26](=[O:66])[CH2:27][C:28]1[CH:33]=[CH:32][C:31]([C:34]2[CH:39]=[CH:38][C:37]([C:40]([CH2:62][CH3:63])([C:43]3[CH:48]=[CH:47][C:46]([C:49]#[C:50][C:51]4([O:56][Si](C)(C)C)[CH2:55][CH2:54][CH2:53][CH2:52]4)=[C:45]([CH3:61])[CH:44]=3)[CH2:41][CH3:42])=[CH:36][C:35]=2[CH3:64])=[CH:30][C:29]=1[F:65].[Cl-].[NH4+]. No catalyst specified. The product is [CH3:24][O:25][C:26](=[O:66])[CH2:27][C:28]1[CH:33]=[CH:32][C:31]([C:34]2[CH:39]=[CH:38][C:37]([C:40]([CH2:62][CH3:63])([C:43]3[CH:48]=[CH:47][C:46]([C:49]#[C:50][C:51]4([OH:56])[CH2:55][CH2:54][CH2:53][CH2:52]4)=[C:45]([CH3:61])[CH:44]=3)[CH2:41][CH3:42])=[CH:36][C:35]=2[CH3:64])=[CH:30][C:29]=1[F:65]. The yield is 0.880. (4) The reactants are [C:1]([C:5]1[CH:10]=[C:9]([C:11]([CH3:14])([CH3:13])[CH3:12])[CH:8]=[C:7]([NH2:15])[C:6]=1[OH:16])([CH3:4])([CH3:3])[CH3:2].[BH3-][C:18]#N.[Na+].C=O. The catalyst is CO. The product is [C:1]([C:5]1[CH:10]=[C:9]([C:11]([CH3:14])([CH3:13])[CH3:12])[CH:8]=[C:7]([NH:15][CH3:18])[C:6]=1[OH:16])([CH3:4])([CH3:2])[CH3:3]. The yield is 0.150. (5) The reactants are [F:1][C:2]1[CH:9]=[C:8]([OH:10])[C:7]([OH:11])=[CH:6][C:3]=1[CH:4]=[O:5].[C:12]([O-])([O-])=O.[Cs+].[Cs+].O. The catalyst is CN(C=O)C. The product is [F:1][C:2]1[C:3]([CH:4]=[O:5])=[CH:6][C:7]2[O:11][CH2:12][O:10][C:8]=2[CH:9]=1. The yield is 0.240. (6) The reactants are C[O:2][C:3]([C:5]1[CH:6]=[CH:7][C:8]2[O:12][CH2:11][C:10]([CH2:14][C:15]3[CH:20]=[CH:19][CH:18]=[CH:17][CH:16]=3)([CH3:13])[C:9]=2[CH:21]=1)=[O:4].[OH-].[Na+].C(O)C.Cl. The catalyst is O1CCCC1.O. The product is [CH2:14]([C:10]1([CH3:13])[C:9]2[CH:21]=[C:5]([C:3]([OH:4])=[O:2])[CH:6]=[CH:7][C:8]=2[O:12][CH2:11]1)[C:15]1[CH:20]=[CH:19][CH:18]=[CH:17][CH:16]=1. The yield is 0.970. (7) The reactants are [C:1]([OH:10])(=[O:9])/[CH:2]=[CH:3]\[CH:4]=[CH:5]\[C:6]([OH:8])=[O:7].II. The catalyst is C1COCC1. The product is [C:1]([OH:10])(=[O:9])/[CH:2]=[CH:3]/[CH:4]=[CH:5]/[C:6]([OH:8])=[O:7]. The yield is 0.840.